Dataset: Full USPTO retrosynthesis dataset with 1.9M reactions from patents (1976-2016). Task: Predict the reactants needed to synthesize the given product. (1) Given the product [CH3:24][C:23]1([CH3:25])[C:19]([CH3:18])([CH3:33])[O:20][B:21]([C:26]2[CH:31]=[CH:30][C:29]([O:5][C@@H:6]3[CH2:10][CH2:9][N:8]([C:11]([O:13][C:14]([CH3:17])([CH3:16])[CH3:15])=[O:12])[CH2:7]3)=[CH:28][CH:27]=2)[O:22]1, predict the reactants needed to synthesize it. The reactants are: CS([O:5][C@H:6]1[CH2:10][CH2:9][N:8]([C:11]([O:13][C:14]([CH3:17])([CH3:16])[CH3:15])=[O:12])[CH2:7]1)(=O)=O.[CH3:18][C:19]1([CH3:33])[C:23]([CH3:25])([CH3:24])[O:22][B:21]([C:26]2[CH:31]=[CH:30][C:29](O)=[CH:28][CH:27]=2)[O:20]1.C([O-])([O-])=O.[K+].[K+]. (2) Given the product [NH2:1][C:2]1[C:9]([I:11])=[CH:8][C:5]([C:6]#[N:7])=[CH:4][C:3]=1[F:10], predict the reactants needed to synthesize it. The reactants are: [NH2:1][C:2]1[CH:9]=[CH:8][C:5]([C:6]#[N:7])=[CH:4][C:3]=1[F:10].[I:11]Cl. (3) Given the product [NH2:13][C:9]1[CH:8]=[C:7]2[C:12](=[CH:11][CH:10]=1)[N:4]([CH2:3][CH2:2][OH:1])[C:5]([C:16]([CH3:21])([CH3:20])[CH2:17][CH2:18][OH:19])=[CH:6]2, predict the reactants needed to synthesize it. The reactants are: [OH:1][CH2:2][CH2:3][N:4]1[C:12]2[C:7](=[CH:8][C:9]([N+:13]([O-])=O)=[CH:10][CH:11]=2)[CH:6]=[C:5]1[C:16]([CH3:21])([CH3:20])[CH2:17][CH2:18][OH:19]. (4) Given the product [O:1]1[CH2:2][CH2:3][N:4]([C:7]2[C:8]3[N:9]([CH:33]=[C:34]([CH2:36][CH2:37][C:38]4[CH:47]=[CH:46][C:45]5[C:40](=[CH:41][CH:42]=[CH:43][CH:44]=5)[N:39]=4)[N:35]=3)[C:10]([C:13]3[CH:18]=[CH:17][C:16]([N:19]4[C:23](=[O:24])[NH:22][CH:21]=[N:20]4)=[CH:15][CH:14]=3)=[CH:11][N:12]=2)[CH2:5][CH2:6]1, predict the reactants needed to synthesize it. The reactants are: [O:1]1[CH2:6][CH2:5][N:4]([C:7]2[C:8]3[N:9]([CH:33]=[C:34]([CH2:36][CH2:37][C:38]4[CH:47]=[CH:46][C:45]5[C:40](=[CH:41][CH:42]=[CH:43][CH:44]=5)[N:39]=4)[N:35]=3)[C:10]([C:13]3[CH:18]=[CH:17][C:16]([N:19]4[C:23](=[O:24])[N:22](COCC[Si](C)(C)C)[CH:21]=[N:20]4)=[CH:15][CH:14]=3)=[CH:11][N:12]=2)[CH2:3][CH2:2]1.C(Cl)Cl.C(O)(C(F)(F)F)=O.O.CCO.CCN(C(C)C)C(C)C. (5) Given the product [CH:26]1([NH:29][C:21]2[N:20]=[CH:19][N:18]=[C:17]3[C:22]=2[N:23]=[CH:24][N:16]3[C@H:6]2[C@H:5]([OH:4])[C@H:9]([OH:10])[C@@H:8]([C:14]#[CH:15])[O:7]2)[CH2:28][CH2:27]1, predict the reactants needed to synthesize it. The reactants are: C([O:4][C@@H:5]1[C@H:9]([O:10]C(=O)C)[C@@H:8]([C:14]#[CH:15])[O:7][C@H:6]1[N:16]1[CH:24]=[N:23][C:22]2[C:17]1=[N:18][CH:19]=[N:20][C:21]=2Cl)(=O)C.[CH:26]1([NH2:29])[CH2:28][CH2:27]1. (6) The reactants are: [CH:1]1([OH:7])[CH2:6][CH2:5][CH2:4][CH2:3][CH2:2]1.[Na].[Cl:9][C:10]1[CH:19]=[CH:18][C:17]2[C:16](=[O:20])[CH2:15][C:14]([CH3:22])([CH3:21])[CH2:13][C:12]=2[N:11]=1.O. Given the product [ClH:9].[CH:1]1([O:7][C:10]2[CH:19]=[CH:18][C:17]3[C:16](=[O:20])[CH2:15][C:14]([CH3:22])([CH3:21])[CH2:13][C:12]=3[N:11]=2)[CH2:6][CH2:5][CH2:4][CH2:3][CH2:2]1, predict the reactants needed to synthesize it. (7) Given the product [CH2:8]=[CH:7][C:1]1[CH:6]=[CH:5][CH:4]=[CH:3][CH:2]=1.[CH2:1]=[CH2:2], predict the reactants needed to synthesize it. The reactants are: [C:1]1([C:7]2C3C=C4C(CCC4)=CC=3C[CH:8]=2)[CH:6]=[CH:5][CH:4]=[CH:3][CH:2]=1.[Li][Li].[Si](C)(C)(Cl)Cl.